Task: Predict which catalyst facilitates the given reaction.. Dataset: Catalyst prediction with 721,799 reactions and 888 catalyst types from USPTO (1) Reactant: [C:1]([N:8]1[CH2:13][CH2:12][NH:11][CH2:10][C@@H:9]1[CH2:14][OH:15])([O:3][C:4]([CH3:7])([CH3:6])[CH3:5])=[O:2].C([O-])([O-])=O.[Na+].[Na+].[C:22](O[C:22]([O:24][C:25]([CH3:28])([CH3:27])[CH3:26])=[O:23])([O:24][C:25]([CH3:28])([CH3:27])[CH3:26])=[O:23]. Product: [C:4]([O:3][C:1]([N:8]1[CH2:13][CH2:12][N:11]([C:22]([O:24][C:25]([CH3:28])([CH3:27])[CH3:26])=[O:23])[CH2:10][C@@H:9]1[CH2:14][OH:15])=[O:2])([CH3:7])([CH3:6])[CH3:5]. The catalyst class is: 38. (2) Reactant: [CH3:1][C:2]1[CH:6]=[C:5]([CH3:7])[N:4]([CH2:8][C:9]([N:11]2[CH2:16][CH2:15][N:14]([C:17]3[CH:22]=[CH:21][CH:20]=[CH:19][C:18]=3[N+:23]([O-])=O)[CH2:13][CH2:12]2)=[O:10])[N:3]=1.[BH4-].[Na+]. Product: [NH2:23][C:18]1[CH:19]=[CH:20][CH:21]=[CH:22][C:17]=1[N:14]1[CH2:15][CH2:16][N:11]([C:9](=[O:10])[CH2:8][N:4]2[C:5]([CH3:7])=[CH:6][C:2]([CH3:1])=[N:3]2)[CH2:12][CH2:13]1. The catalyst class is: 43. (3) The catalyst class is: 6. Product: [OH:19][C:7]1[C:6]([C:4]([OH:5])=[O:3])=[CH:15][N:14]=[C:13]2[C:8]=1[CH:9]=[CH:10][C:11]([C:16]([OH:18])=[O:17])=[N:12]2. Reactant: C([O:3][C:4]([C:6]1[C:7]([OH:19])=[C:8]2[C:13](=[N:14][CH:15]=1)[N:12]=[C:11]([C:16]([OH:18])=[O:17])[CH:10]=[CH:9]2)=[O:5])C.[OH-].[K+].Cl. (4) Reactant: [CH3:1][NH2:2].[Br:3][C:4]1[CH:9]=[CH:8][C:7]([N+:10]([O-:12])=[O:11])=[C:6](F)[CH:5]=1.C([O-])([O-])=O.[K+].[K+]. Product: [Br:3][C:4]1[CH:9]=[CH:8][C:7]([N+:10]([O-:12])=[O:11])=[C:6]([NH:2][CH3:1])[CH:5]=1. The catalyst class is: 9.